Dataset: Reaction yield outcomes from USPTO patents with 853,638 reactions. Task: Predict the reaction yield, written as a fraction of the theoretical maximum amount of product (1.0 means a 100% yield; for example, 0.34 means a 34% yield). (1) The yield is 0.650. The catalyst is CN(C=O)C.CCOC(C)=O. The product is [CH3:21][CH:20]([NH:19][C:14]([C:11]1[CH2:10][CH:9]([C:3]([OH:8])([C:2]([F:18])([F:1])[F:17])[C:4]([F:5])([F:6])[F:7])[O:13][N:12]=1)=[O:16])[CH2:22][CH2:23][CH2:24][CH2:25][CH3:26]. The reactants are [F:1][C:2]([F:18])([F:17])[C:3]([CH:9]1[O:13][N:12]=[C:11]([C:14]([OH:16])=O)[CH2:10]1)([OH:8])[C:4]([F:7])([F:6])[F:5].[NH2:19][CH:20]([CH2:22][CH2:23][CH2:24][CH2:25][CH3:26])[CH3:21].CN1CCOCC1.F[P-](F)(F)(F)(F)F.N1(O[P+](N(C)C)(N(C)C)N(C)C)C2C=CC=CC=2N=N1. (2) The reactants are [F:1][C:2]1[CH:7]=[CH:6][CH:5]=[CH:4][C:3]=1[C:8]1[NH:12][CH:11]=[C:10]([CH:13]=[O:14])[CH:9]=1.[H-].[Na+].C1OCCOCCOCCOCCOC1.Cl.[N:33]1[CH:38]=[CH:37][CH:36]=[C:35]([S:39](Cl)(=[O:41])=[O:40])[CH:34]=1. The catalyst is O1CCCC1.[Cl-].[Na+].O. The product is [F:1][C:2]1[CH:7]=[CH:6][CH:5]=[CH:4][C:3]=1[C:8]1[N:12]([S:39]([C:35]2[CH:34]=[N:33][CH:38]=[CH:37][CH:36]=2)(=[O:41])=[O:40])[CH:11]=[C:10]([CH:13]=[O:14])[CH:9]=1. The yield is 0.820. (3) The reactants are Br[C:2]1[O:6][C:5]([C:7]2[O:8][C:9]([C:12]3[CH:19]=[CH:18][C:15]([C:16]#[N:17])=[CH:14][CH:13]=3)=[CH:10][CH:11]=2)=[CH:4][CH:3]=1.C([O-])([O-])=O.[Na+].[Na+].[C:26]([C:28]1[CH:33]=[CH:32][C:31](B(O)O)=[CH:30][CH:29]=1)#[N:27]. The catalyst is C1(C)C=CC=CC=1.CO.C1C=CC([P]([Pd]([P](C2C=CC=CC=2)(C2C=CC=CC=2)C2C=CC=CC=2)([P](C2C=CC=CC=2)(C2C=CC=CC=2)C2C=CC=CC=2)[P](C2C=CC=CC=2)(C2C=CC=CC=2)C2C=CC=CC=2)(C2C=CC=CC=2)C2C=CC=CC=2)=CC=1. The product is [C:26]([C:28]1[CH:33]=[CH:32][C:31]([C:2]2[O:6][C:5]([C:7]3[O:8][C:9]([C:12]4[CH:19]=[CH:18][C:15]([C:16]#[N:17])=[CH:14][CH:13]=4)=[CH:10][CH:11]=3)=[CH:4][CH:3]=2)=[CH:30][CH:29]=1)#[N:27]. The yield is 0.520. (4) The reactants are C1N=CN(C(N2C=NC=C2)=O)C=1.[CH:13]1([C:17]([OH:19])=O)[CH2:16][CH2:15][CH2:14]1.[Cl:20][C:21]1[C:34]([CH2:35][N:36]2[CH2:40][CH2:39][CH2:38][CH2:37]2)=[C:33]([Cl:41])[CH:32]=[CH:31][C:22]=1[O:23][C@H:24]1[CH2:27][C@H:26]([CH2:28][NH:29][CH3:30])[CH2:25]1. The catalyst is C1COCC1. The product is [ClH:20].[Cl:20][C:21]1[C:34]([CH2:35][N:36]2[CH2:40][CH2:39][CH2:38][CH2:37]2)=[C:33]([Cl:41])[CH:32]=[CH:31][C:22]=1[O:23][C@H:24]1[CH2:27][C@H:26]([CH2:28][N:29]([CH3:30])[C:17]([CH:13]2[CH2:14][CH2:15][CH2:16]2)=[O:19])[CH2:25]1. The yield is 0.840. (5) The yield is 0.990. The reactants are [C:1]([O:5][C:6]([N:8]1[CH2:13][CH2:12][CH:11]([O:14][C:15]2[CH:20]=[CH:19][C:18]([N+:21]([O-])=O)=[CH:17][CH:16]=2)[CH2:10][CH2:9]1)=[O:7])([CH3:4])([CH3:3])[CH3:2]. The product is [C:1]([O:5][C:6]([N:8]1[CH2:13][CH2:12][CH:11]([O:14][C:15]2[CH:20]=[CH:19][C:18]([NH2:21])=[CH:17][CH:16]=2)[CH2:10][CH2:9]1)=[O:7])([CH3:4])([CH3:2])[CH3:3]. The catalyst is CO.[Pd]. (6) The reactants are Cl.[CH3:2][O:3][CH2:4][CH2:5][NH:6][CH3:7].C1(=O)CCCC1.[C-]#N.[K+].CN(C)[C:19]1([C:24]#[N:25])[CH2:23][CH2:22][CH2:21][CH2:20]1. The catalyst is O. The product is [CH3:7][N:6]([CH2:5][CH2:4][O:3][CH3:2])[C:19]1([C:24]#[N:25])[CH2:23][CH2:22][CH2:21][CH2:20]1. The yield is 0.820. (7) The reactants are [C:1]([C:3]1[CH:4]=[C:5]([NH:9][C:10]([NH2:12])=[S:11])[CH:6]=[CH:7][CH:8]=1)#[N:2].[C:13]([CH2:15][C:16](OCC)=[O:17])#[N:14].[O-]CC.[Na+].S(=O)(=O)(O)O. The catalyst is C(O)C.O. The product is [NH2:14][C:13]1[N:9]([C:5]2[CH:4]=[C:3]([CH:8]=[CH:7][CH:6]=2)[C:1]#[N:2])[C:10](=[S:11])[NH:12][C:16](=[O:17])[CH:15]=1. The yield is 0.400. (8) The reactants are C([O:3][CH:4](OCC)[C:5]1[N:9]([CH3:10])[N:8]=[C:7]([C:11]2[CH:16]=[CH:15][CH:14]=[C:13]([CH3:17])[N:12]=2)[N:6]=1)C.[ClH:21]. The catalyst is O. The product is [OH2:3].[ClH:21].[CH3:10][N:9]1[C:5]([CH:4]=[O:3])=[N:6][C:7]([C:11]2[CH:16]=[CH:15][CH:14]=[C:13]([CH3:17])[N:12]=2)=[N:8]1. The yield is 0.945. (9) The reactants are C(N1[CH2:13][C@@H:12]([O:14][C:15]([CH3:18])([CH3:17])[CH3:16])[CH2:11][C@H](C(OC)=O)[C@H]1C(OCC1C=CC=CC=1)=O)C1C=CC=CC=1.[CH3:33]C(=C)C.C(N1C[C@@H](O)C[C@H](C(OC)=O)[C@H]1C(OCC1C=CC=CC=1)=O)C1C=CC=CC=1.S(=O)(=O)(O)O. No catalyst specified. The product is [C:15]([O:14][C:12]([CH3:11])([CH3:13])[CH3:33])([CH3:16])([CH3:17])[CH3:18]. The yield is 0.510. (10) The reactants are [CH3:1][C:2]1[CH:7]=[C:6]([CH3:8])[NH:5][C:4](=[O:9])[C:3]=1[CH2:10][NH:11][C:12]([C:14]1[CH:15]=[C:16]([C:30]2[CH:35]=[CH:34][C:33]([CH2:36][N:37]3[CH2:42][CH2:41][O:40][CH2:39][CH2:38]3)=[CH:32][CH:31]=2)[CH:17]=[C:18]([N:21]([CH2:28][CH3:29])[CH:22]2[CH2:27][CH2:26][O:25][CH2:24][CH2:23]2)[C:19]=1[CH3:20])=[O:13].[ClH:43]. The catalyst is CO.C(OCC)(=O)C. The product is [Cl-:43].[CH3:1][C:2]1[CH:7]=[C:6]([CH3:8])[NH:5][C:4](=[O:9])[C:3]=1[CH2:10][NH:11][C:12]([C:14]1[CH:15]=[C:16]([C:30]2[CH:35]=[CH:34][C:33]([CH2:36][NH+:37]3[CH2:38][CH2:39][O:40][CH2:41][CH2:42]3)=[CH:32][CH:31]=2)[CH:17]=[C:18]([N:21]([CH2:28][CH3:29])[CH:22]2[CH2:23][CH2:24][O:25][CH2:26][CH2:27]2)[C:19]=1[CH3:20])=[O:13]. The yield is 0.960.